Dataset: Full USPTO retrosynthesis dataset with 1.9M reactions from patents (1976-2016). Task: Predict the reactants needed to synthesize the given product. (1) Given the product [CH2:1]([O:3][C:4]1[CH:15]=[CH:14][C:7]([CH2:8][CH:9]([C:12]#[N:13])[C:10]#[N:11])=[CH:6][CH:5]=1)[CH3:2], predict the reactants needed to synthesize it. The reactants are: [CH2:1]([O:3][C:4]1[CH:15]=[CH:14][C:7]([CH:8]=[C:9]([C:12]#[N:13])[C:10]#[N:11])=[CH:6][CH:5]=1)[CH3:2].O1CCCC1.[BH4-].[Na+].ClC1C=CC(CC(CC=C(C)C)(C#N)C#N)=CC=1. (2) Given the product [F:1][C:2]1[CH:3]=[C:4]2[C:9](=[C:10]([O:13][CH3:14])[C:11]=1[F:12])[N:8]([CH2:15][C:16]([F:19])([F:17])[F:18])[CH:7]=[C:6]([C:20]([OH:22])=[O:21])[C:5]2=[O:25], predict the reactants needed to synthesize it. The reactants are: [F:1][C:2]1[CH:3]=[C:4]2[C:9](=[C:10]([O:13][CH3:14])[C:11]=1[F:12])[N:8]([CH2:15][C:16]([F:19])([F:18])[F:17])[CH:7]=[C:6]([C:20]([O:22]CC)=[O:21])[C:5]2=[O:25]. (3) Given the product [CH2:1]([O:8][C:9]1[CH:18]=[CH:17][C:16]([CH3:19])=[C:15]2[C:10]=1[CH2:11][CH2:12][CH2:13][CH:14]2[C:20]([N:22]([C:23]1[CH:24]=[N:25][C:26]([CH:29]([CH3:31])[CH3:30])=[CH:27][CH:28]=1)[CH2:44][C:42]1[CH:43]=[N:39][NH:40][CH:41]=1)=[O:21])[C:2]1[CH:3]=[CH:4][CH:5]=[CH:6][CH:7]=1, predict the reactants needed to synthesize it. The reactants are: [CH2:1]([O:8][C:9]1[CH:18]=[CH:17][C:16]([CH3:19])=[C:15]2[C:10]=1[CH2:11][CH2:12][CH2:13][CH:14]2[C:20]([NH:22][C:23]1[CH:24]=[N:25][C:26]([CH:29]([CH3:31])[CH3:30])=[CH:27][CH:28]=1)=[O:21])[C:2]1[CH:7]=[CH:6][CH:5]=[CH:4][CH:3]=1.C(OC([N:39]1[CH:43]=[C:42]([CH2:44]O)[CH:41]=[N:40]1)=O)(C)(C)C.